From a dataset of Catalyst prediction with 721,799 reactions and 888 catalyst types from USPTO. Predict which catalyst facilitates the given reaction. (1) Reactant: Cl.[CH2:2]([C@H:9]([NH:23][C:24](=[O:33])[O:25]CC1C=CC=CC=1)[C@H:10]([OH:22])[CH2:11][NH:12][CH2:13][C:14]1[CH:19]=[CH:18][CH:17]=[C:16]([O:20][CH3:21])[CH:15]=1)[C:3]1[CH:8]=[CH:7][CH:6]=[CH:5][CH:4]=1.[CH2:34](OC(ONC(=O)CCC(N)=O)=O)[C:35]1[CH:40]=CC=C[CH:36]=1. Product: [CH2:2]([C@H:9]([NH:23][C:24](=[O:33])[O:25][C:35]([CH3:40])([CH3:36])[CH3:34])[C@H:10]([OH:22])[CH2:11][NH:12][CH2:13][C:14]1[CH:19]=[CH:18][CH:17]=[C:16]([O:20][CH3:21])[CH:15]=1)[C:3]1[CH:4]=[CH:5][CH:6]=[CH:7][CH:8]=1. The catalyst class is: 1. (2) Reactant: [ClH:1].CCOC(C)=O.[CH3:8][C:9]1[N:10]([NH:37][C:38](=[O:45])[C:39]2[CH:44]=[CH:43][N:42]=[CH:41][CH:40]=2)[C:11]([C:31]2[CH:36]=[CH:35][CH:34]=[CH:33][CH:32]=2)=[CH:12][C:13]=1[CH2:14][N:15]1[CH2:20][CH2:19][N:18]([C:21]2[CH:26]=[CH:25][CH:24]=[C:23]([C:27]([F:30])([F:29])[F:28])[CH:22]=2)[CH2:17][CH2:16]1.Cl. Product: [ClH:1].[CH3:8][C:9]1[N:10]([NH:37][C:38](=[O:45])[C:39]2[CH:44]=[CH:43][N:42]=[CH:41][CH:40]=2)[C:11]([C:31]2[CH:36]=[CH:35][CH:34]=[CH:33][CH:32]=2)=[CH:12][C:13]=1[CH2:14][N:15]1[CH2:20][CH2:19][N:18]([C:21]2[CH:26]=[CH:25][CH:24]=[C:23]([C:27]([F:30])([F:28])[F:29])[CH:22]=2)[CH2:17][CH2:16]1. The catalyst class is: 25. (3) Reactant: C1(P(C2C=CC=CC=2)C2C=CC=CC=2)C=CC=CC=1.[O:20]1[CH2:25][CH2:24][CH2:23][CH:22]([CH2:26][CH2:27]O)[CH2:21]1.C(Br)(Br)(Br)[Br:30]. Product: [Br:30][CH2:27][CH2:26][CH:22]1[CH2:23][CH2:24][CH2:25][O:20][CH2:21]1. The catalyst class is: 2. (4) Reactant: [O:1]=[C:2]1[CH:7]2[CH2:8][CH2:9][CH2:10][CH:3]1[CH2:4][CH:5]([C:11]([O:13][CH3:14])=[O:12])[CH2:6]2.[BH4-].[Na+]. Product: [OH:1][CH:2]1[CH:7]2[CH2:8][CH2:9][CH2:10][CH:3]1[CH2:4][CH:5]([C:11]([O:13][CH3:14])=[O:12])[CH2:6]2. The catalyst class is: 5. (5) Reactant: [Cl:1][C:2]1[C:3]([F:49])=[C:4]([C@@H:8]2[C@:12]([C:15]3[CH:20]=[CH:19][C:18]([Cl:21])=[CH:17][C:16]=3[F:22])([C:13]#[N:14])[C@H:11]([CH2:23][C:24]([CH3:27])([CH3:26])[CH3:25])[N:10]([CH2:28][C:29]#[C:30][Si](C)(C)C)[C@H:9]2[C:35]([NH:37][C:38]2[CH:46]=[CH:45][C:41]([C:42]([OH:44])=[O:43])=[CH:40][C:39]=2[O:47][CH3:48])=[O:36])[CH:5]=[CH:6][CH:7]=1.[Li+].[OH-]. The catalyst class is: 87. Product: [Cl:1][C:2]1[C:3]([F:49])=[C:4]([C@@H:8]2[C@:12]([C:15]3[CH:20]=[CH:19][C:18]([Cl:21])=[CH:17][C:16]=3[F:22])([C:13]#[N:14])[C@H:11]([CH2:23][C:24]([CH3:26])([CH3:27])[CH3:25])[N:10]([CH2:28][C:29]#[CH:30])[C@H:9]2[C:35]([NH:37][C:38]2[CH:46]=[CH:45][C:41]([C:42]([OH:44])=[O:43])=[CH:40][C:39]=2[O:47][CH3:48])=[O:36])[CH:5]=[CH:6][CH:7]=1. (6) Reactant: [F:1][C:2]([F:26])([F:25])[C:3]1[CH:4]=[C:5]([N:9]([C:13]2[CH:18]=[CH:17][C:16]([NH2:19])=[CH:15][C:14]=2[C:20]2[NH:24][N:23]=[N:22][N:21]=2)[C:10]([NH2:12])=[O:11])[CH:6]=[CH:7][CH:8]=1.C(N(CC)CC)C.[C:34](Cl)(=[O:41])[C:35]1[CH:40]=[CH:39][CH:38]=[CH:37][CH:36]=1.O. Product: [F:26][C:2]([F:1])([F:25])[C:3]1[CH:4]=[C:5]([N:9]([C:13]2[CH:18]=[CH:17][C:16]([NH:19][C:34](=[O:41])[C:35]3[CH:40]=[CH:39][CH:38]=[CH:37][CH:36]=3)=[CH:15][C:14]=2[C:20]2[NH:24][N:23]=[N:22][N:21]=2)[C:10]([NH2:12])=[O:11])[CH:6]=[CH:7][CH:8]=1. The catalyst class is: 7. (7) Reactant: [H-].[Na+].[Br:3][CH:4]1[CH:17]=[CH:16][C:15]2[C:14]3[C:9](=[CH:10][C:11]([Br:18])=[CH:12][CH:13]=3)[C:8](=[O:19])[C:7]([CH2:21][CH:22]([CH2:27][CH3:28])[CH2:23][CH2:24][CH2:25][CH3:26])([OH:20])[C:6]=2[CH2:5]1.[CH3:29]I.[NH4+].[OH-]. Product: [Br:3][CH:4]1[CH:17]=[CH:16][C:15]2[C:14]3[C:9](=[CH:10][C:11]([Br:18])=[CH:12][CH:13]=3)[C:8](=[O:19])[C:7]([CH2:21][CH:22]([CH2:27][CH3:28])[CH2:23][CH2:24][CH2:25][CH3:26])([O:20][CH3:29])[C:6]=2[CH2:5]1. The catalyst class is: 376. (8) Reactant: [CH3:1][C@@H:2]([OH:9])[C:3]1[CH:8]=[CH:7][CH:6]=[CH:5][CH:4]=1. Product: [CH:3]1([C@H:2]([OH:9])[CH3:1])[CH2:8][CH2:7][CH2:6][CH2:5][CH2:4]1. The catalyst class is: 32.